This data is from Forward reaction prediction with 1.9M reactions from USPTO patents (1976-2016). The task is: Predict the product of the given reaction. (1) Given the reactants [NH2:1][C:2]1[CH:31]=[CH:30][C:5]([CH2:6][C:7]2[NH:15][C:14]3[C:13](=[O:16])[N:12]([CH2:17][C:18]4[CH:23]=[CH:22][CH:21]=[CH:20][C:19]=4[F:24])[C:11](=[O:25])[N:10]([CH2:26][CH2:27][CH2:28][CH3:29])[C:9]=3[N:8]=2)=[CH:4][CH:3]=1.[CH3:32][C:33]1[CH:38]=[CH:37][C:36]([CH3:39])=[CH:35][C:34]=1[S:40](Cl)(=[O:42])=[O:41], predict the reaction product. The product is: [CH2:26]([N:10]1[C:9]2[N:8]=[C:7]([CH2:6][C:5]3[CH:4]=[CH:3][C:2]([NH:1][S:40]([C:34]4[CH:35]=[C:36]([CH3:39])[CH:37]=[CH:38][C:33]=4[CH3:32])(=[O:42])=[O:41])=[CH:31][CH:30]=3)[NH:15][C:14]=2[C:13](=[O:16])[N:12]([CH2:17][C:18]2[CH:23]=[CH:22][CH:21]=[CH:20][C:19]=2[F:24])[C:11]1=[O:25])[CH2:27][CH2:28][CH3:29]. (2) Given the reactants [CH3:1][O:2][C:3]1[CH:12]=[C:11]([B:13]2[O:17]C(C)(C)C(C)(C)[O:14]2)[CH:10]=[CH:9][C:4]=1[C:5]([O:7][CH3:8])=[O:6].C([O-])(=O)C.[NH4+].I([O-])(=O)(=O)=O.[Na+], predict the reaction product. The product is: [CH3:1][O:2][C:3]1[CH:12]=[C:11]([B:13]([OH:14])[OH:17])[CH:10]=[CH:9][C:4]=1[C:5]([O:7][CH3:8])=[O:6]. (3) Given the reactants [CH2:1]([N:3]([CH2:5][C:6]1[S:10][CH:9]=[C:8]([C:11]2[CH:12]=[C:13]3[C:17](=[C:18]([C:20]([NH2:22])=[O:21])[CH:19]=2)[NH:16][CH:15]=[C:14]3[CH:23]2[CH2:28][CH2:27][N:26]([S:29]([CH2:32][CH3:33])(=[O:31])=[O:30])[CH2:25][CH2:24]2)[CH:7]=1)[CH3:4])[CH3:2].[CH2:34](C1CCCN1)CC, predict the reaction product. The product is: [CH2:32]([S:29]([N:26]1[CH2:27][CH2:28][CH:23]([C:14]2[C:13]3[C:17](=[C:18]([C:20]([NH2:22])=[O:21])[CH:19]=[C:11]([C:8]4[CH:7]=[C:6]([CH2:5][N:3]([CH3:4])[CH2:1][CH2:2][CH3:34])[S:10][CH:9]=4)[CH:12]=3)[NH:16][CH:15]=2)[CH2:24][CH2:25]1)(=[O:30])=[O:31])[CH3:33]. (4) Given the reactants [CH2:1]([O:8][C:9]1[CH:14]=[CH:13][N:12]([C:15]2[CH:16]=[N:17][C:18](F)=[CH:19][CH:20]=2)[C:11](=[O:22])[CH:10]=1)[C:2]1[CH:7]=[CH:6][CH:5]=[CH:4][CH:3]=1.C(=O)([O-])[O-].[K+].[K+].[NH:29]1[CH2:34][CH2:33][NH:32][CH2:31][CH2:30]1, predict the reaction product. The product is: [CH2:1]([O:8][C:9]1[CH:14]=[CH:13][N:12]([C:15]2[CH:16]=[N:17][C:18]([N:29]3[CH2:34][CH2:33][NH:32][CH2:31][CH2:30]3)=[CH:19][CH:20]=2)[C:11](=[O:22])[CH:10]=1)[C:2]1[CH:7]=[CH:6][CH:5]=[CH:4][CH:3]=1. (5) Given the reactants Br[C:2]1[CH:7]=[CH:6][C:5]([C:8]2[N:12]([CH2:13][C@@H:14]3[CH2:18][CH2:17][N:16]([C:19]([CH:21]4[CH2:23][CH2:22]4)=[O:20])[CH2:15]3)[N:11]=[N:10][N:9]=2)=[CH:4][CH:3]=1.CC1(C)C(C)(C)OB([C:32]2[CH:33]=[CH:34][C:35]3[O:39][CH:38]=[CH:37][C:36]=3[CH:40]=2)O1, predict the reaction product. The product is: [O:39]1[C:35]2[CH:34]=[CH:33][C:32]([C:2]3[CH:7]=[CH:6][C:5]([C:8]4[N:12]([CH2:13][C@@H:14]5[CH2:18][CH2:17][N:16]([C:19]([CH:21]6[CH2:23][CH2:22]6)=[O:20])[CH2:15]5)[N:11]=[N:10][N:9]=4)=[CH:4][CH:3]=3)=[CH:40][C:36]=2[CH:37]=[CH:38]1. (6) Given the reactants [F:1][C:2]([F:21])([F:20])[C:3]1[CH:8]=[CH:7][C:6]([C:9]2[CH:10]=[C:11]3[C:16](=[CH:17][CH:18]=2)[C:15](=[O:19])[CH2:14][CH2:13][CH2:12]3)=[CH:5][CH:4]=1.[BH4-].[Na+].Cl.C(OCC)(=O)C, predict the reaction product. The product is: [F:1][C:2]([F:20])([F:21])[C:3]1[CH:4]=[CH:5][C:6]([C:9]2[CH:10]=[C:11]3[C:16](=[CH:17][CH:18]=2)[CH:15]([OH:19])[CH2:14][CH2:13][CH2:12]3)=[CH:7][CH:8]=1.